This data is from Catalyst prediction with 721,799 reactions and 888 catalyst types from USPTO. The task is: Predict which catalyst facilitates the given reaction. (1) Reactant: OCC(C)(C)C[O:5][C:6](=[O:25])[CH2:7][CH2:8][CH2:9][C:10]1([C:18]2[CH:23]=[CH:22][C:21]([F:24])=[CH:20][CH:19]=2)[O:15][CH2:14][C:13]([CH3:17])([CH3:16])[CH2:12][O:11]1.CO.[OH-].[K+].Cl. Product: [F:24][C:21]1[CH:20]=[CH:19][C:18]([C:10]2([CH2:9][CH2:8][CH2:7][C:6]([OH:25])=[O:5])[O:11][CH2:12][C:13]([CH3:17])([CH3:16])[CH2:14][O:15]2)=[CH:23][CH:22]=1. The catalyst class is: 6. (2) Reactant: [H-].[Na+].[C:3]1([C:9]2[CH:10]=[CH:11][C:12]3[C:22]4([C:35]5[CH:34]=[CH:33][CH:32]=[CH:31][C:30]=5[O:29][C:28]5[C:23]4=[CH:24][CH:25]=[CH:26][CH:27]=5)[C:21]4[C:16](=[CH:17][C:18]([C:36]5[CH:41]=[CH:40][CH:39]=[CH:38][CH:37]=5)=[CH:19][CH:20]=4)[NH:15][C:13]=3[CH:14]=2)[CH:8]=[CH:7][CH:6]=[CH:5][CH:4]=1.Cl[C:43]1[N:48]=[C:47]([C:49]2[CH:54]=[CH:53][CH:52]=[CH:51][CH:50]=2)[CH:46]=[C:45]([C:55]2[CH:60]=[CH:59][CH:58]=[CH:57][CH:56]=2)[N:44]=1. Product: [C:3]1([C:9]2[CH:10]=[CH:11][C:12]3[C:22]4([C:35]5[CH:34]=[CH:33][CH:32]=[CH:31][C:30]=5[O:29][C:28]5[C:23]4=[CH:24][CH:25]=[CH:26][CH:27]=5)[C:21]4[C:16](=[CH:17][C:18]([C:36]5[CH:37]=[CH:38][CH:39]=[CH:40][CH:41]=5)=[CH:19][CH:20]=4)[N:15]([C:43]4[N:44]=[C:45]([C:55]5[CH:60]=[CH:59][CH:58]=[CH:57][CH:56]=5)[CH:46]=[C:47]([C:49]5[CH:50]=[CH:51][CH:52]=[CH:53][CH:54]=5)[N:48]=4)[C:13]=3[CH:14]=2)[CH:4]=[CH:5][CH:6]=[CH:7][CH:8]=1. The catalyst class is: 198. (3) Reactant: C(=O)([O-])[O-].[K+].[K+].[OH:7][C:8]1[CH:12]=[C:11]([CH3:13])[NH:10][N:9]=1.[Cl:14][C:15]1[CH:16]=[C:17]([C:23]([F:26])([F:25])[F:24])[CH:18]=[C:19]([F:22])[C:20]=1F.Cl. Product: [Cl:14][C:15]1[CH:16]=[C:17]([C:23]([F:24])([F:25])[F:26])[CH:18]=[C:19]([F:22])[C:20]=1[O:7][C:8]1[CH:12]=[C:11]([CH3:13])[NH:10][N:9]=1. The catalyst class is: 3. (4) Reactant: [C:1]1([S:7]([N:10]2[C:18]3[C:13](=[C:14]([CH:19]=[CH2:20])[CH:15]=[CH:16][CH:17]=3)[CH:12]=[CH:11]2)(=[O:9])=[O:8])[CH:6]=[CH:5][CH:4]=[CH:3][CH:2]=1.[Li+].[CH3:22]C([N-]C(C)C)C.IC. Product: [CH3:22][C:11]1[N:10]([S:7]([C:1]2[CH:2]=[CH:3][CH:4]=[CH:5][CH:6]=2)(=[O:9])=[O:8])[C:18]2[C:13]([CH:12]=1)=[C:14]([CH:19]=[CH2:20])[CH:15]=[CH:16][CH:17]=2. The catalyst class is: 5. (5) Reactant: [F:1][C:2]([F:17])([F:16])[C:3]1[CH:8]=[CH:7][C:6]([C:9]2[CH:14]=[CH:13][C:12]([OH:15])=[CH:11][CH:10]=2)=[CH:5][CH:4]=1.[H-].[Na+].[H][H].[Br:22][C:23]1[CH:28]=[CH:27][CH:26]=[CH:25][C:24]=1[C:29](Br)([F:31])[F:30]. Product: [F:1][C:2]([F:16])([F:17])[C:3]1[CH:8]=[CH:7][C:6]([C:9]2[CH:14]=[CH:13][C:12]([O:15][C:29]([C:24]3[CH:25]=[CH:26][CH:27]=[CH:28][C:23]=3[Br:22])([F:31])[F:30])=[CH:11][CH:10]=2)=[CH:5][CH:4]=1.[Br:22][C:23]1[CH:28]=[CH:27][CH:26]=[CH:25][C:24]=1[C:29]([F:31])([F:30])[O:15][C:12]1[CH:13]=[CH:14][C:9]([C:6]2[CH:7]=[CH:8][C:3]([C:2]([F:16])([F:17])[F:1])=[CH:4][CH:5]=2)=[CH:10][CH:11]=1. The catalyst class is: 3. (6) Product: [CH:1]([O:4][C:5](=[O:23])[NH:6][C:7]1[CH:8]=[C:9]2[N:15]=[C:14]([C:16]3[CH:21]=[CH:20][CH:19]=[C:18]([NH:22][C:24](=[O:26])[CH3:25])[CH:17]=3)[NH:13][C:10]2=[N:11][CH:12]=1)([CH3:3])[CH3:2]. The catalyst class is: 17. Reactant: [CH:1]([O:4][C:5](=[O:23])[NH:6][C:7]1[CH:8]=[C:9]2[N:15]=[C:14]([C:16]3[CH:21]=[CH:20][CH:19]=[C:18]([NH2:22])[CH:17]=3)[NH:13][C:10]2=[N:11][CH:12]=1)([CH3:3])[CH3:2].[C:24](Cl)(=[O:26])[CH3:25]. (7) Reactant: [NH2:1][CH:2]([C:7]1[CH:11]=[CH:10][N:9]([CH3:12])[N:8]=1)[C:3]([O:5][CH3:6])=[O:4].[C:13](O[C:13]([O:14][C:15]([CH3:18])([CH3:17])[CH3:16])=[O:19])(=[O:19])[O:14][C:15]([CH3:18])([CH3:17])[CH3:16]. Product: [C:13]([NH:1][CH:2]([C:7]1[CH:11]=[CH:10][N:9]([CH3:12])[N:8]=1)[C:3]([O:5][CH3:6])=[O:4])([O:14][C:15]([CH3:18])([CH3:17])[CH3:16])=[O:19]. The catalyst class is: 4.